From a dataset of Full USPTO retrosynthesis dataset with 1.9M reactions from patents (1976-2016). Predict the reactants needed to synthesize the given product. (1) Given the product [Cl:30][C:31]1[N:32]=[CH:33][C:34]([Cl:40])=[CH:35][C:36]=1[C:37]([NH:1][C:2]1[CH:28]=[CH:27][C:5]([O:6][C:7]2[C:16]3[CH2:15][N:14]([CH2:17][C:18]4[CH:23]=[CH:22][C:21]([O:24][CH3:25])=[CH:20][CH:19]=4)[C:13](=[O:26])[NH:12][C:11]=3[N:10]=[CH:9][CH:8]=2)=[C:4]([F:29])[CH:3]=1)=[O:38], predict the reactants needed to synthesize it. The reactants are: [NH2:1][C:2]1[CH:28]=[CH:27][C:5]([O:6][C:7]2[C:16]3[CH2:15][N:14]([CH2:17][C:18]4[CH:23]=[CH:22][C:21]([O:24][CH3:25])=[CH:20][CH:19]=4)[C:13](=[O:26])[NH:12][C:11]=3[N:10]=[CH:9][CH:8]=2)=[C:4]([F:29])[CH:3]=1.[Cl:30][C:31]1[C:36]([C:37](Cl)=[O:38])=[CH:35][C:34]([Cl:40])=[CH:33][N:32]=1. (2) Given the product [OH:39][CH:36]([CH2:37][OH:38])[CH2:35][CH2:34][O:33][C:32]1[CH:31]=[C:30]([CH3:43])[C:29](/[CH:2]=[CH:1]/[S:3]([N:6]2[CH2:7][CH2:8][C:9]3([N:13]=[C:12]([C:14]4[CH:19]=[CH:18][C:17]([F:20])=[C:16]([C:21]([F:22])([F:23])[F:24])[CH:15]=4)[NH:11][C:10]3=[O:25])[CH2:26][CH2:27]2)(=[O:5])=[O:4])=[C:41]([CH3:42])[CH:40]=1, predict the reactants needed to synthesize it. The reactants are: [CH:1]([S:3]([N:6]1[CH2:27][CH2:26][C:9]2([N:13]=[C:12]([C:14]3[CH:19]=[CH:18][C:17]([F:20])=[C:16]([C:21]([F:24])([F:23])[F:22])[CH:15]=3)[NH:11][C:10]2=[O:25])[CH2:8][CH2:7]1)(=[O:5])=[O:4])=[CH2:2].Br[C:29]1[C:41]([CH3:42])=[CH:40][C:32]([O:33][CH2:34][CH2:35][CH:36]([OH:39])[CH2:37][OH:38])=[CH:31][C:30]=1[CH3:43].F[B-](F)(F)F.C(P(C(C)(C)C)C(C)(C)C)(C)(C)C.CN(C1CCCCC1)C1CCCCC1.[NH4+].[Cl-].